This data is from Forward reaction prediction with 1.9M reactions from USPTO patents (1976-2016). The task is: Predict the product of the given reaction. Given the reactants [CH3:1][C:2]1[N:3]=[C:4]([C:7]([OH:10])([CH3:9])[CH3:8])[S:5][CH:6]=1.C1C(=O)N([Br:18])C(=O)C1, predict the reaction product. The product is: [Br:18][C:6]1[S:5][C:4]([C:7]([OH:10])([CH3:9])[CH3:8])=[N:3][C:2]=1[CH3:1].